Dataset: Catalyst prediction with 721,799 reactions and 888 catalyst types from USPTO. Task: Predict which catalyst facilitates the given reaction. (1) Reactant: [NH2:1][C:2]1[CH:28]=[CH:27][C:5]([O:6][C:7]2[C:16]3[CH2:15][N:14]([CH2:17][C:18]4[CH:23]=[CH:22][C:21]([O:24][CH3:25])=[CH:20][CH:19]=4)[C:13](=[O:26])[NH:12][C:11]=3[N:10]=[CH:9][CH:8]=2)=[C:4]([F:29])[CH:3]=1.[Cl:30][C:31]1[C:36]([C:37](Cl)=[O:38])=[CH:35][C:34]([Cl:40])=[CH:33][N:32]=1. Product: [Cl:30][C:31]1[N:32]=[CH:33][C:34]([Cl:40])=[CH:35][C:36]=1[C:37]([NH:1][C:2]1[CH:28]=[CH:27][C:5]([O:6][C:7]2[C:16]3[CH2:15][N:14]([CH2:17][C:18]4[CH:23]=[CH:22][C:21]([O:24][CH3:25])=[CH:20][CH:19]=4)[C:13](=[O:26])[NH:12][C:11]=3[N:10]=[CH:9][CH:8]=2)=[C:4]([F:29])[CH:3]=1)=[O:38]. The catalyst class is: 17. (2) Reactant: [OH-].[Na+].[C:3]([OH:8])(=[O:7])[C:4]([OH:6])=[O:5].[F:9][C:10]1[CH:11]=[C:12]([CH:48]=[CH:49][CH:50]=1)[CH2:13][O:14][C:15]1[CH:47]=[CH:46][C:18]([O:19][CH:20]2[CH2:25][CH2:24][N:23]([C:26]([O:28][C:29]3[CH:30]=[N:31][CH:32]=[C:33]([N:35]4[CH2:40][CH2:39][CH:38]([C:41]([O:43]CC)=[O:42])[CH2:37][CH2:36]4)[CH:34]=3)=[O:27])[CH2:22][CH2:21]2)=[CH:17][CH:16]=1.Cl. Product: [C:3]([OH:8])(=[O:7])[C:4]([OH:6])=[O:5].[F:9][C:10]1[CH:11]=[C:12]([CH:48]=[CH:49][CH:50]=1)[CH2:13][O:14][C:15]1[CH:16]=[CH:17][C:18]([O:19][CH:20]2[CH2:25][CH2:24][N:23]([C:26]([O:28][C:29]3[CH:34]=[C:33]([N:35]4[CH2:40][CH2:39][CH:38]([C:41]([OH:43])=[O:42])[CH2:37][CH2:36]4)[CH:32]=[N:31][CH:30]=3)=[O:27])[CH2:22][CH2:21]2)=[CH:46][CH:47]=1. The catalyst class is: 1. (3) Reactant: C1(S([N:10]2[C:14]3[N:15]=[CH:16][N:17]=[C:18]([O:19][CH3:20])[C:13]=3[C:12]([CH2:21][C:22]3[CH:23]=[CH:24][C:25]([NH:29][CH2:30][C:31]4[CH:36]=[CH:35][CH:34]=[CH:33][C:32]=4[Cl:37])=[N:26][C:27]=3[F:28])=[CH:11]2)(=O)=O)C=CC=CC=1.[OH-].[K+].O. Product: [Cl:37][C:32]1[CH:33]=[CH:34][CH:35]=[CH:36][C:31]=1[CH2:30][NH:29][C:25]1[CH:24]=[CH:23][C:22]([CH2:21][C:12]2[C:13]3[C:18]([O:19][CH3:20])=[N:17][CH:16]=[N:15][C:14]=3[NH:10][CH:11]=2)=[C:27]([F:28])[N:26]=1. The catalyst class is: 5.